Dataset: Reaction yield outcomes from USPTO patents with 853,638 reactions. Task: Predict the reaction yield, written as a fraction of the theoretical maximum amount of product (1.0 means a 100% yield; for example, 0.34 means a 34% yield). (1) The reactants are C([C:3]1[C:16]2[C:7](=[C:8]3CC[CH2:17][N:10]4[CH2:11]CC[C:14]([CH:15]=2)=[C:9]34)[O:6][C:5](=[O:20])[CH:4]=1)#C.C(N(CC)CC)C.[F:28][C:29]([F:42])([F:41])[S:30]([O:33]S(C(F)(F)F)(=O)=O)(=[O:32])=[O:31]. The catalyst is C(Cl)Cl. The product is [CH3:11][N:10]([CH3:17])[C:9]1[CH:8]=[C:7]2[C:16]([C:3]([O:33][S:30]([C:29]([F:42])([F:41])[F:28])(=[O:32])=[O:31])=[CH:4][C:5](=[O:20])[O:6]2)=[CH:15][CH:14]=1. The yield is 0.600. (2) The reactants are [O:1]1[CH2:5][CH2:4][CH2:3][CH:2]1S(N)=O.Cl.[CH:10]1[CH:11]=[CH:12][C:13]2N(O)N=N[C:14]=2[CH:15]=1.C(N(CC)CC)C.C(Cl)C[Cl:29]. The catalyst is CO.ClCCl. The product is [Cl:29][C:14]1[CH:13]=[CH:12][C:11]([CH:2]2[CH2:3][CH2:4][CH2:5][O:1]2)=[CH:10][CH:15]=1. The yield is 0.550.